This data is from Peptide-MHC class I binding affinity with 185,985 pairs from IEDB/IMGT. The task is: Regression. Given a peptide amino acid sequence and an MHC pseudo amino acid sequence, predict their binding affinity value. This is MHC class I binding data. (1) The peptide sequence is SLYSGFPSL. The MHC is HLA-A02:19 with pseudo-sequence HLA-A02:19. The binding affinity (normalized) is 0.655. (2) The peptide sequence is LFCASDAKAY. The MHC is HLA-A23:01 with pseudo-sequence HLA-A23:01. The binding affinity (normalized) is 0.0461. (3) The peptide sequence is AVYLLDGLR. The MHC is HLA-A02:03 with pseudo-sequence HLA-A02:03. The binding affinity (normalized) is 0.0847. (4) The binding affinity (normalized) is 0. The MHC is HLA-A32:01 with pseudo-sequence HLA-A32:01. The peptide sequence is RSHIRKPPS. (5) The peptide sequence is AHMSEEEQFAL. The MHC is H-2-Kd with pseudo-sequence H-2-Kd. The binding affinity (normalized) is 0.0187. (6) The peptide sequence is LLTEVETYV. The MHC is HLA-A24:02 with pseudo-sequence HLA-A24:02. The binding affinity (normalized) is 0.0847. (7) The peptide sequence is NKNLNKSYI. The MHC is H-2-Kb with pseudo-sequence H-2-Kb. The binding affinity (normalized) is 0.115.